Dataset: Full USPTO retrosynthesis dataset with 1.9M reactions from patents (1976-2016). Task: Predict the reactants needed to synthesize the given product. Given the product [F:8][C:9]1[CH:35]=[C:34]([F:36])[CH:33]=[CH:32][C:10]=1[O:11][CH:12]1[CH2:13][CH2:14][N:15]([C:18]2[N:19]=[C:20]3[CH2:31][CH2:30][N:29]([C:45]([NH:44][CH2:47][CH2:48][O:49][CH3:50])=[O:46])[CH2:28][C:21]3=[N:22][C:23]=2[NH:24][CH:25]([CH3:27])[CH3:26])[CH2:16][CH2:17]1, predict the reactants needed to synthesize it. The reactants are: OC(C(F)(F)F)=O.[F:8][C:9]1[CH:35]=[C:34]([F:36])[CH:33]=[CH:32][C:10]=1[O:11][CH:12]1[CH2:17][CH2:16][N:15]([C:18]2[N:19]=[C:20]3[CH2:31][CH2:30][NH:29][CH2:28][C:21]3=[N:22][C:23]=2[NH:24][CH:25]([CH3:27])[CH3:26])[CH2:14][CH2:13]1.C(N(CC)CC)C.[N:44]([CH2:47][CH2:48][O:49][CH3:50])=[C:45]=[O:46].